Predict the reaction yield, written as a fraction of the theoretical maximum amount of product (1.0 means a 100% yield; for example, 0.34 means a 34% yield). From a dataset of Reaction yield outcomes from USPTO patents with 853,638 reactions. (1) The reactants are Br[C:2]1[CH:23]=[CH:22][C:5]2[C:6]3[N:7]([CH:11]=[C:12]([C:14]4[N:18]([CH:19]([CH3:21])[CH3:20])[N:17]=[CH:16][N:15]=4)[N:13]=3)[CH2:8][CH2:9][O:10][C:4]=2[CH:3]=1.CC1(C)C(C)(C)OB([C:32]2[CH:33]=[N:34][NH:35][CH:36]=2)O1. No catalyst specified. The product is [CH:19]([N:18]1[C:14]([C:12]2[N:13]=[C:6]3[C:5]4[CH:22]=[CH:23][C:2]([C:32]5[CH:33]=[N:34][NH:35][CH:36]=5)=[CH:3][C:4]=4[O:10][CH2:9][CH2:8][N:7]3[CH:11]=2)=[N:15][CH:16]=[N:17]1)([CH3:21])[CH3:20]. The yield is 0.780. (2) The reactants are Br[C:2]1[C:10]2[O:9][CH2:8][CH:7]([C:11]3[CH:16]=[CH:15][C:14]([CH:17]([CH3:19])[CH3:18])=[CH:13][CH:12]=3)[C:6]=2[C:5]([CH3:20])=[C:4]([NH:21][C:22](=[O:28])[CH2:23][C:24]([CH3:27])([CH3:26])[CH3:25])[C:3]=1[CH3:29].[C:30]([C:33]1[CH:34]=[C:35](B(O)O)[CH:36]=[CH:37][CH:38]=1)(=[O:32])[CH3:31]. No catalyst specified. The product is [C:30]([C:33]1[CH:34]=[C:35]([C:2]2[C:10]3[O:9][CH2:8][CH:7]([C:11]4[CH:16]=[CH:15][C:14]([CH:17]([CH3:18])[CH3:19])=[CH:13][CH:12]=4)[C:6]=3[C:5]([CH3:20])=[C:4]([NH:21][C:22](=[O:28])[CH2:23][C:24]([CH3:27])([CH3:26])[CH3:25])[C:3]=2[CH3:29])[CH:36]=[CH:37][CH:38]=1)(=[O:32])[CH3:31]. The yield is 0.790. (3) The reactants are Br[CH:2]([C:5](=O)[C:6]([CH3:9])([CH3:8])[CH3:7])[C:3]#[N:4].[NH2:11][C:12]([NH2:14])=[S:13]. No catalyst specified. The product is [NH2:14][C:12]1[S:13][C:2]([C:3]#[N:4])=[C:5]([C:6]([CH3:9])([CH3:8])[CH3:7])[N:11]=1. The yield is 0.663. (4) The reactants are [CH:1]1([N:6]2[CH2:12][C:11]3([CH2:14][CH2:13]3)[C:10](=[O:15])[N:9]([CH3:16])[C:8]3[CH:17]=[N:18][C:19]([NH:21][C:22]4[CH:30]=[CH:29][C:25]([C:26]([OH:28])=O)=[CH:24][C:23]=4[O:31][CH3:32])=[N:20][C:7]2=3)[CH2:5][CH2:4][CH2:3][CH2:2]1.CCN(C(C)C)C(C)C.CN(C(ON1N=NC2C=CC=CC1=2)=[N+](C)C)C.[B-](F)(F)(F)F.[CH2:64]([N:66]1[CH2:71][CH2:70][N:69]([CH:72]2[CH2:77][CH2:76][CH:75]([NH2:78])[CH2:74][CH2:73]2)[CH2:68][CH2:67]1)[CH3:65]. The catalyst is CN(C=O)C. The product is [CH:1]1([N:6]2[CH2:12][C:11]3([CH2:13][CH2:14]3)[C:10](=[O:15])[N:9]([CH3:16])[C:8]3[CH:17]=[N:18][C:19]([NH:21][C:22]4[CH:30]=[CH:29][C:25]([C:26]([NH:78][C@H:75]5[CH2:74][CH2:73][C@H:72]([N:69]6[CH2:68][CH2:67][N:66]([CH2:64][CH3:65])[CH2:71][CH2:70]6)[CH2:77][CH2:76]5)=[O:28])=[CH:24][C:23]=4[O:31][CH3:32])=[N:20][C:7]2=3)[CH2:5][CH2:4][CH2:3][CH2:2]1. The yield is 0.280. (5) The product is [Br:35][C:36]1[C:37]([N:46]2[CH2:51][CH2:50][N:49]([CH2:52][C:53]3[CH:54]=[N:55][CH:56]=[N:57][CH:58]=3)[CH2:48][CH2:47]2)=[C:38]2[N:43]=[C:77]([C:76]3[CH:75]=[CH:74][C:73]([N:67]4[CH2:72][CH2:71][O:70][CH2:69][CH2:68]4)=[CH:80][CH:79]=3)[NH:42][C:39]2=[N:40][CH:41]=1. The reactants are BrC1C(N2CCN(C(NC3C=CC=CC=3)=O)CC2)=C2N=C(C3C=CC(N(C)C)=CC=3)NC2=NC=1.[Br:35][C:36]1[C:37]([N:46]2[CH2:51][CH2:50][N:49]([CH2:52][C:53]3[CH:54]=[N:55][CH:56]=[N:57][CH:58]=3)[CH2:48][CH2:47]2)=[C:38]([N+:43]([O-])=O)[C:39]([NH2:42])=[N:40][CH:41]=1.[O-]S(S([O-])=O)=O.[Na+].[Na+].[N:67]1([C:73]2[CH:80]=[CH:79][C:76]([CH:77]=O)=[CH:75][CH:74]=2)[CH2:72][CH2:71][O:70][CH2:69][CH2:68]1. The catalyst is C(O)C.CN(C=O)C. The yield is 0.300.